From a dataset of Catalyst prediction with 721,799 reactions and 888 catalyst types from USPTO. Predict which catalyst facilitates the given reaction. (1) Reactant: [Cl-].[NH4+:2].C[Al](C)C.[CH2:7]([O:10][C:11]1[CH:18]=[CH:17][CH:16]=[CH:15][C:12]=1[C:13]#[N:14])[CH2:8][CH3:9].C(Cl)(Cl)[Cl:20]. Product: [ClH:20].[CH2:7]([O:10][C:11]1[CH:18]=[CH:17][CH:16]=[CH:15][C:12]=1[C:13]([NH2:2])=[NH:14])[CH2:8][CH3:9]. The catalyst class is: 345. (2) Reactant: [Cl:1][C:2]1[CH:28]=[CH:27][C:5]([O:6][C:7]2[CH:12]=[CH:11][C:10]([N:13]3[CH:17]([C:18]4[CH:23]=[CH:22][CH:21]=[C:20]([O:24][CH3:25])[CH:19]=4)[CH2:16][O:15]C3=O)=[CH:9][CH:8]=2)=[CH:4][CH:3]=1. Product: [Cl:1][C:2]1[CH:3]=[CH:4][C:5]([O:6][C:7]2[CH:12]=[CH:11][C:10]([NH:13][CH:17]([C:18]3[CH:23]=[CH:22][CH:21]=[C:20]([O:24][CH3:25])[CH:19]=3)[CH2:16][OH:15])=[CH:9][CH:8]=2)=[CH:27][CH:28]=1. The catalyst class is: 562. (3) Reactant: [CH3:1][O:2][C:3]1[C:8]([N+:9]([O-])=O)=[CH:7][CH:6]=[CH:5][N:4]=1. Product: [CH3:1][O:2][C:3]1[C:8]([NH2:9])=[CH:7][CH:6]=[CH:5][N:4]=1. The catalyst class is: 19. (4) Reactant: [Cl:1][C:2]1[CH:7]=[C:6]2[NH:8][C:9](=[O:31])[C:10]3([CH:15]([C:16]4[CH:21]=[CH:20][C:19]([Cl:22])=[CH:18][CH:17]=4)[CH2:14][C:13](=O)[NH:12][CH:11]3[C:24]3[CH:29]=[CH:28][CH:27]=[C:26]([F:30])[CH:25]=3)[C:5]2=[CH:4][CH:3]=1.[BH4-].[Na+]. Product: [Cl:1][C:2]1[CH:7]=[C:6]2[NH:8][C:9](=[O:31])[C:10]3([CH:15]([C:16]4[CH:17]=[CH:18][C:19]([Cl:22])=[CH:20][CH:21]=4)[CH2:14][CH2:13][NH:12][CH:11]3[C:24]3[CH:29]=[CH:28][CH:27]=[C:26]([F:30])[CH:25]=3)[C:5]2=[CH:4][CH:3]=1. The catalyst class is: 5. (5) Reactant: I[C:2]1[CH:3]=[C:4]2[C:8](=[CH:9][CH:10]=1)[N:7]([C:11]([NH:13][CH2:14][CH2:15][C:16]([O:18][CH2:19][CH3:20])=[O:17])=[O:12])[CH2:6][CH2:5]2.[CH:21]#[C:22][CH2:23][CH2:24][CH2:25][CH2:26][CH2:27][CH3:28]. Product: [C:21]([C:2]1[CH:3]=[C:4]2[C:8](=[CH:9][CH:10]=1)[N:7]([C:11]([NH:13][CH2:14][CH2:15][C:16]([O:18][CH2:19][CH3:20])=[O:17])=[O:12])[CH2:6][CH2:5]2)#[C:22][CH2:23][CH2:24][CH2:25][CH2:26][CH2:27][CH3:28]. The catalyst class is: 205.